This data is from Forward reaction prediction with 1.9M reactions from USPTO patents (1976-2016). The task is: Predict the product of the given reaction. (1) Given the reactants [C:1]([O:5][C:6]([N:8]1[CH2:13][CH2:12][CH:11]([C:14]#[C:15][C:16]2[C:21](Cl)=[CH:20][N:19]=[C:18]([C:23]3[CH:28]=[CH:27][C:26]([C:29]#[N:30])=[CH:25][C:24]=3[F:31])[CH:17]=2)[CH2:10][CH2:9]1)=[O:7])([CH3:4])([CH3:3])[CH3:2].[OH-:32].[K+].C(P(C(C)(C)C)C1(C(C)C)CC(C(C)C)=CC(C(C)C)=C1C1C=CC=CC=1)(C)(C)C.[OH2:64], predict the reaction product. The product is: [C:1]([O:5][C:6]([N:8]1[CH2:13][CH2:12][CH:11]([C:14]2[O:64][C:21]3=[CH:20][N:19]=[C:18]([C:23]4[CH:28]=[CH:27][C:26]([C:29]([NH2:30])=[O:32])=[CH:25][C:24]=4[F:31])[CH:17]=[C:16]3[CH:15]=2)[CH2:10][CH2:9]1)=[O:7])([CH3:4])([CH3:3])[CH3:2]. (2) Given the reactants [CH:1]1([CH:4]([C:6]2[CH:10]=[C:9]([C:11]3[CH:16]=[C:15]([CH3:17])[CH:14]=[CH:13][C:12]=3[F:18])[O:8][N:7]=2)[OH:5])[CH2:3][CH2:2]1.C(N(CC)CC)C.[CH3:26][S:27](Cl)(=[O:29])=[O:28], predict the reaction product. The product is: [CH:1]1([CH:4]([O:5][S:27]([CH3:26])(=[O:29])=[O:28])[C:6]2[CH:10]=[C:9]([C:11]3[CH:16]=[C:15]([CH3:17])[CH:14]=[CH:13][C:12]=3[F:18])[O:8][N:7]=2)[CH2:2][CH2:3]1. (3) Given the reactants [C:1]([O:4][C@@H:5]1[C@@H:13]([C@@:14]2([CH3:41])[CH2:19][CH2:18][C@H:17]([O:20][Si:21]([C:34]([CH3:37])([CH3:36])[CH3:35])([C:28]3[CH:33]=[CH:32][CH:31]=[CH:30][CH:29]=3)[C:22]3[CH:27]=[CH:26][CH:25]=[CH:24][CH:23]=3)[CH2:16][C@@H:15]2[CH2:38][CH2:39][OH:40])[CH2:12][CH2:11][C@@:10]2([CH3:42])[C@H:6]1[CH2:7][CH2:8][C:9]2=[CH2:43])(=[O:3])[CH3:2].Cl[C:45]1[CH:50]=[N:49][CH:48]=[CH:47][N:46]=1.[H-].[Na+], predict the reaction product. The product is: [C:1]([O:4][C@@H:5]1[C@@H:13]([C@@:14]2([CH3:41])[CH2:19][CH2:18][C@H:17]([O:20][Si:21]([C:34]([CH3:35])([CH3:36])[CH3:37])([C:28]3[CH:29]=[CH:30][CH:31]=[CH:32][CH:33]=3)[C:22]3[CH:23]=[CH:24][CH:25]=[CH:26][CH:27]=3)[CH2:16][C@@H:15]2[CH2:38][CH2:39][O:40][C:45]2[CH:50]=[N:49][CH:48]=[CH:47][N:46]=2)[CH2:12][CH2:11][C@@:10]2([CH3:42])[C@H:6]1[CH2:7][CH2:8][C:9]2=[CH2:43])(=[O:3])[CH3:2]. (4) Given the reactants [CH3:1][O:2][C:3]1[CH:12]=[C:11]2[C:6]([C:7]([CH2:24][C:25]3[CH:30]=[CH:29][C:28]([O:31]C(=O)C(C)(C)C)=[CH:27][CH:26]=3)=[C:8]([C:14]3[CH:19]=[CH:18][C:17]([C:20]([F:23])([F:22])[F:21])=[CH:16][CH:15]=3)[C:9](=[O:13])[O:10]2)=[CH:5][C:4]=1[CH3:38].O[Li].O.C1COCC1, predict the reaction product. The product is: [OH:31][C:28]1[CH:29]=[CH:30][C:25]([CH2:24][C:7]2[C:6]3[C:11](=[CH:12][C:3]([O:2][CH3:1])=[C:4]([CH3:38])[CH:5]=3)[O:10][C:9](=[O:13])[C:8]=2[C:14]2[CH:19]=[CH:18][C:17]([C:20]([F:23])([F:21])[F:22])=[CH:16][CH:15]=2)=[CH:26][CH:27]=1. (5) Given the reactants [CH2:1]([N:3]1[CH2:7][CH2:6][C@H:5]([C:8]([O:10]CC2C=CC=CC=2)=[O:9])[CH2:4]1)[CH3:2], predict the reaction product. The product is: [CH2:1]([N:3]1[CH2:7][CH2:6][C@H:5]([C:8]([OH:10])=[O:9])[CH2:4]1)[CH3:2]. (6) Given the reactants [CH3:1][N:2]([CH3:7])[CH2:3][C:4](O)=[O:5].[NH2:8][C@@H:9]([CH3:38])[CH2:10][O:11][C:12]1[CH:21]=[CH:20][CH:19]=[C:18]2[C:13]=1[C:14]([NH:22][C:23]1[CH:28]=[CH:27][C:26]([O:29][CH2:30][C:31]3[CH:36]=[CH:35][CH:34]=[CH:33][N:32]=3)=[C:25]([Cl:37])[CH:24]=1)=[N:15][CH:16]=[N:17]2, predict the reaction product. The product is: [Cl:37][C:25]1[CH:24]=[C:23]([NH:22][C:14]2[C:13]3[C:18](=[CH:19][CH:20]=[CH:21][C:12]=3[O:11][CH2:10][C@@H:9]([NH:8][C:4](=[O:5])[CH2:3][N:2]([CH3:7])[CH3:1])[CH3:38])[N:17]=[CH:16][N:15]=2)[CH:28]=[CH:27][C:26]=1[O:29][CH2:30][C:31]1[CH:36]=[CH:35][CH:34]=[CH:33][N:32]=1.